Dataset: NCI-60 drug combinations with 297,098 pairs across 59 cell lines. Task: Regression. Given two drug SMILES strings and cell line genomic features, predict the synergy score measuring deviation from expected non-interaction effect. (1) Drug 1: C1CCC(C1)C(CC#N)N2C=C(C=N2)C3=C4C=CNC4=NC=N3. Drug 2: CC(C1=C(C=CC(=C1Cl)F)Cl)OC2=C(N=CC(=C2)C3=CN(N=C3)C4CCNCC4)N. Cell line: OVCAR-4. Synergy scores: CSS=0.525, Synergy_ZIP=0.634, Synergy_Bliss=1.06, Synergy_Loewe=1.12, Synergy_HSA=-0.421. (2) Drug 1: CN1C2=C(C=C(C=C2)N(CCCl)CCCl)N=C1CCCC(=O)O.Cl. Drug 2: CC1CCCC2(C(O2)CC(NC(=O)CC(C(C(=O)C(C1O)C)(C)C)O)C(=CC3=CSC(=N3)C)C)C. Cell line: OVCAR3. Synergy scores: CSS=40.6, Synergy_ZIP=4.81, Synergy_Bliss=-5.68, Synergy_Loewe=-34.2, Synergy_HSA=-5.35. (3) Drug 1: C1=CN(C(=O)N=C1N)C2C(C(C(O2)CO)O)O.Cl. Drug 2: CC1CCC2CC(C(=CC=CC=CC(CC(C(=O)C(C(C(=CC(C(=O)CC(OC(=O)C3CCCCN3C(=O)C(=O)C1(O2)O)C(C)CC4CCC(C(C4)OC)O)C)C)O)OC)C)C)C)OC. Cell line: DU-145. Synergy scores: CSS=50.3, Synergy_ZIP=-5.97, Synergy_Bliss=-7.32, Synergy_Loewe=-0.745, Synergy_HSA=0.200. (4) Cell line: TK-10. Synergy scores: CSS=36.5, Synergy_ZIP=5.47, Synergy_Bliss=7.10, Synergy_Loewe=-21.5, Synergy_HSA=7.82. Drug 1: C1=CC(=C2C(=C1NCCNCCO)C(=O)C3=C(C=CC(=C3C2=O)O)O)NCCNCCO. Drug 2: C1=CC=C(C(=C1)C(C2=CC=C(C=C2)Cl)C(Cl)Cl)Cl. (5) Drug 1: CS(=O)(=O)CCNCC1=CC=C(O1)C2=CC3=C(C=C2)N=CN=C3NC4=CC(=C(C=C4)OCC5=CC(=CC=C5)F)Cl. Drug 2: C1C(C(OC1N2C=NC3=C2NC=NCC3O)CO)O. Cell line: HCT-15. Synergy scores: CSS=-2.41, Synergy_ZIP=10.8, Synergy_Bliss=13.2, Synergy_Loewe=-1.80, Synergy_HSA=0.271.